This data is from Full USPTO retrosynthesis dataset with 1.9M reactions from patents (1976-2016). The task is: Predict the reactants needed to synthesize the given product. (1) Given the product [C:1]([O:5][C:6](=[O:27])[NH:7][C@@H:8]1[C:17]2[C:12](=[CH:13][CH:14]=[CH:15][CH:16]=2)[C@H:11]([O:18][C:19]2[CH:24]=[CH:23][N:22]=[C:21]([NH:25][NH:26][C:35](=[O:39])[CH:36]([CH3:38])[CH3:37])[CH:20]=2)[CH2:10][CH2:9]1)([CH3:4])([CH3:2])[CH3:3], predict the reactants needed to synthesize it. The reactants are: [C:1]([O:5][C:6](=[O:27])[NH:7][C@@H:8]1[C:17]2[C:12](=[CH:13][CH:14]=[CH:15][CH:16]=2)[C@H:11]([O:18][C:19]2[CH:24]=[CH:23][N:22]=[C:21]([NH:25][NH2:26])[CH:20]=2)[CH2:10][CH2:9]1)([CH3:4])([CH3:3])[CH3:2].C(N(CC)CC)C.[C:35](Cl)(=[O:39])[CH:36]([CH3:38])[CH3:37]. (2) Given the product [C:1]([C:5]1[CH:10]=[CH:9][C:8]([CH:11]2[CH2:12][CH:24]2[C:23]([O:22][CH2:20][CH3:21])=[O:27])=[CH:7][C:6]=1[F:13])([CH3:4])([CH3:3])[CH3:2], predict the reactants needed to synthesize it. The reactants are: [C:1]([C:5]1[CH:10]=[CH:9][C:8]([CH:11]=[CH2:12])=[CH:7][C:6]=1[F:13])([CH3:4])([CH3:3])[CH3:2].CN1C=CN=C1.[CH2:20]([O:22][C:23](=[O:27])[CH:24]=[N+]=[N-])[CH3:21]. (3) Given the product [NH2:29][C:20]1[N:21]=[C:1]([CH3:2])[C:4]2[C:9](=[O:10])[CH2:8][CH:7]([C:11]3[CH:16]=[CH:15][CH:14]=[C:13]([F:17])[CH:12]=3)[CH2:6][C:5]=2[N:19]=1, predict the reactants needed to synthesize it. The reactants are: [C:1]([CH:4]1[C:9](=[O:10])[CH2:8][CH:7]([C:11]2[CH:16]=[CH:15][CH:14]=[C:13]([F:17])[CH:12]=2)[CH2:6][C:5]1=O)(=O)[CH3:2].[NH2:19][C:20]1[N:29]=C(C)C2C(=O)CC(C3C=CC(F)=CC=3)CC=2[N:21]=1. (4) The reactants are: [C:1](=O)([O-])[O:2][C:3]1[CH:8]=[CH:7][C:6]([N+]([O-])=O)=[CH:5][CH:4]=1.COC([C:18]1[C:26]2N=C([C:18]3[CH:26]=[CH:22][CH:21]=[CH:20][CH:19]=3)N[C:22]=2[C:21](O)=[CH:20][CH:19]=1)=O.[C:34]([O-])([O-])=[O:35].[Cs+].[Cs+]. Given the product [CH2:1]([O:2][C:3]1[CH:8]=[CH:7][C:6]([CH2:34][OH:35])=[CH:5][CH:4]=1)[C:18]1[CH:26]=[CH:22][CH:21]=[CH:20][CH:19]=1, predict the reactants needed to synthesize it. (5) Given the product [CH3:7][O:6][CH:3]([O:2][CH3:1])[CH:4]=[CH:16][C:15]([O:18][CH2:19][CH3:20])=[O:17], predict the reactants needed to synthesize it. The reactants are: [CH3:1][O:2][CH:3]([O:6][CH3:7])[CH:4]=O.O.C(=O)([O-])[O-].[K+].[K+].[C:15]([O:18][CH2:19][CH3:20])(=[O:17])[CH3:16]. (6) Given the product [Cl:71][C:63]1[CH:64]=[CH:65][C:66]([CH:68]([CH3:69])[CH3:70])=[CH:67][C:62]=1[C:53]1[CH:54]=[CH:55][C:56]([C:58]([F:59])([F:60])[F:61])=[CH:57][C:52]=1[CH2:51][N:12]1[CH2:11][CH2:10][C@@H:9]([C:4]2[CH:5]=[CH:6][CH:7]=[CH:8][C:3]=2[O:2][CH3:1])[O:14][C:13]1=[O:15], predict the reactants needed to synthesize it. The reactants are: [CH3:1][O:2][C:3]1[CH:8]=[CH:7][CH:6]=[CH:5][C:4]=1[C@H:9]1[O:14][C:13](=[O:15])[NH:12][CH2:11][CH2:10]1.C(OC(=O)CCC(C1C=CC=CC=1OC)=O)C.CC1C=C([C@H]2OC(=O)NCC2)C=C(C)C=1.[H-].[Na+].Br[CH2:51][C:52]1[CH:57]=[C:56]([C:58]([F:61])([F:60])[F:59])[CH:55]=[CH:54][C:53]=1[C:62]1[CH:67]=[C:66]([CH:68]([CH3:70])[CH3:69])[CH:65]=[CH:64][C:63]=1[Cl:71].